This data is from Catalyst prediction with 721,799 reactions and 888 catalyst types from USPTO. The task is: Predict which catalyst facilitates the given reaction. (1) Reactant: [Cl:1][C:2]1[CH:3]=[C:4]2[C:9](=[C:10]([Cl:12])[CH:11]=1)[CH2:8][N:7]([CH3:13])[CH2:6][CH:5]2[C:14]1[CH:19]=[CH:18][C:17]([NH:20][C:21](=[O:32])OC2C=CC([N+]([O-])=O)=CC=2)=[CH:16][CH:15]=1.[NH2:33][CH2:34][P:35](=[O:42])([O:39][CH2:40][CH3:41])[O:36][CH2:37][CH3:38]. Product: [Cl:1][C:2]1[CH:3]=[C:4]2[C:9](=[C:10]([Cl:12])[CH:11]=1)[CH2:8][N:7]([CH3:13])[CH2:6][CH:5]2[C:14]1[CH:15]=[CH:16][C:17]([NH:20][C:21](=[O:32])[NH:33][CH2:34][P:35](=[O:42])([O:39][CH2:40][CH3:41])[O:36][CH2:37][CH3:38])=[CH:18][CH:19]=1. The catalyst class is: 289. (2) Reactant: [C:1]1([C:23]2[CH:28]=[CH:27][CH:26]=[CH:25][CH:24]=2)[CH:6]=[CH:5][C:4]([CH2:7][C@@H:8]([NH:15][C:16]([O:18][C:19]([CH3:22])([CH3:21])[CH3:20])=[O:17])[CH2:9][C@@H:10]([CH3:14])[C:11]([OH:13])=[O:12])=[CH:3][CH:2]=1.[CH:29]([N:32]([CH:35]([CH3:37])[CH3:36])[CH2:33][CH3:34])([CH3:31])[CH3:30]. Product: [CH:29]([NH+:32]([CH:35]([CH3:37])[CH3:36])[CH2:33][CH3:34])([CH3:31])[CH3:30].[C:1]1([C:23]2[CH:24]=[CH:25][CH:26]=[CH:27][CH:28]=2)[CH:2]=[CH:3][C:4]([CH2:7][C@@H:8]([NH:15][C:16]([O:18][C:19]([CH3:22])([CH3:20])[CH3:21])=[O:17])[CH2:9][C@@H:10]([CH3:14])[C:11]([O-:13])=[O:12])=[CH:5][CH:6]=1. The catalyst class is: 8. (3) The catalyst class is: 9. Product: [Br:1][C:2]1[C:3](=[O:19])[N:4]([CH2:27][CH2:28][N:29]2[C:30](=[O:39])[C:31]3[C:36](=[CH:35][CH:34]=[CH:33][CH:32]=3)[C:37]2=[O:38])[N:5]=[CH:6][C:7]=1[NH:8][C@@H:9]1[CH2:14][C@@H:13]2[CH2:15][C@@H:11]([C:12]2([CH3:16])[CH3:17])[C@H:10]1[CH3:18]. Reactant: [Br:1][C:2]1[C:3](=[O:19])[NH:4][N:5]=[CH:6][C:7]=1[NH:8][C@@H:9]1[CH2:14][C@@H:13]2[CH2:15][C@@H:11]([C:12]2([CH3:17])[CH3:16])[C@H:10]1[CH3:18].C(=O)([O-])[O-].[K+].[K+].Br[CH2:27][CH2:28][N:29]1[C:37](=[O:38])[C:36]2[C:31](=[CH:32][CH:33]=[CH:34][CH:35]=2)[C:30]1=[O:39].[Cl-].[NH4+]. (4) Reactant: C[C:2]1[CH:15]=[CH:14][C:13]2[C:4](=[C:5]([C:16]#[C:17]CO)[C:6]3[C:11]([CH:12]=2)=[CH:10][CH:9]=[CH:8][CH:7]=3)[C:3]=1C.[OH-].[Na+]. Product: [CH:3]1[C:4]2[C:13](=[CH:12][C:11]3[C:6]([C:5]=2[C:16]#[CH:17])=[CH:7][CH:8]=[CH:9][CH:10]=3)[CH:14]=[CH:15][CH:2]=1. The catalyst class is: 11. (5) Reactant: [N:1]([C:12](C#N)(C)CCC(O)=O)=N[C:3]([C:10]#[N:11])([CH3:9])[CH2:4][CH2:5][C:6]([OH:8])=[O:7].C([C:31]1[CH:32]=[CH:33][CH:34]=[CH:35][C:30]=1[C:29]([S:28][S:28][C:29](=[S:38])[C:30]1[CH:35]=[CH:34][CH:33]=[CH:32][C:31]=1C#N)=[S:38])#N.C(OCC)(=O)C. Product: [C:12]([C:33]1[CH:32]=[CH:31][C:30]([C:29]([SH:28])=[S:38])=[CH:35][CH:34]=1)#[N:1].[C:10]([CH:3]([CH3:9])[CH2:4][CH2:5][C:6]([OH:8])=[O:7])#[N:11]. The catalyst class is: 175.